The task is: Regression. Given a target protein amino acid sequence and a drug SMILES string, predict the binding affinity score between them. We predict pIC50 (pIC50 = -log10(IC50 in M); higher means more potent). Dataset: bindingdb_ic50.. This data is from Drug-target binding data from BindingDB using IC50 measurements. (1) The small molecule is C=C(F)C(=O)Nc1ccc(S(=O)(=O)N2CCN(C(=O)OC(C)(C)C)CC2)cc1. The target protein (P22735) has sequence MMDGPRSDVGRWGGNPLQPPTTPSPEPEPEPDGRSRRGGGRSFWARCCGCCSCRNAADDDWGPEPSDSRGRGSSSGTRRPGSRGSDSRRPVSRGSGVNAAGDGTIREGMLVVNGVDLLSSRSDQNRREHHTDEYEYDELIVRRGQPFHMLLLLSRTYESSDRITLELLIGNNPEVGKGTHVIIPVGKGGSGGWKAQVVKASGQNLNLRVHTSPNAIIGKFQFTVRTQSDAGEFQLPFDPRNEIYILFNPWCPEDIVYVDHEDWRQEYVLNESGRIYYGTEAQIGERTWNYGQFDHGVLDACLYILDRRGMPYGGRGDPVNVSRVISAMVNSLDDNGVLIGNWSGDYSRGTNPSAWVGSVEILLSYLRTGYSVPYGQCWVFAGVTTTVLRCLGLATRTVTNFNSAHDTDTSLTMDIYFDENMKPLEHLNHDSVWNFHVWNDCWMKRPDLPSGFDGWQVVDATPQETSSGIFCCGPCSVESIKNGLVYMKYDTPFIFAEVNS.... The pIC50 is 4.1. (2) The compound is CC(=O)N1CCC(C)(c2ccccc2)c2cc(NC(=O)OCc3ccc(F)c(Cl)c3)ccc21. The target protein (P01223) has sequence MTATFLMSMIFGLACGQAMSFCIPTEYMMHVERKECAYCLTINTTVCAGYCMTRDVNGKLFLPKYALSQDVCTYRDFMYKTAEIPGCPRHVTPYFSYPVAISCKCGKCNTDYSDCIHEAIKTNYCTKPQKSYMVGFSI. The pIC50 is 6.7. (3) The small molecule is CC1=NC(=O)NC(c2ccc([N+](=O)[O-])cc2)C1C(=O)O. The target protein (Q6P1M0) has sequence MLLGASLVGVLLFSKLVLKLPWTQVGFSLLFLYLGSGGWRFIRVFIKTIRRDIFGGLVLLKVKAKVRQCLQERRTVPILFASTVRRHPDKTALIFEGTDTHWTFRQLDEYSSSVANFLQARGLASGDVAAIFMENRNEFVGLWLGMAKLGVEAALINTNLRRDALLHCLTTSRARALVFGSEMASAICEVHASLDPSLSLFCSGSWEPGAVPPSTEHLDPLLKDAPKHLPSCPDKGFTDKLFYIYTSGTTGLPKAAIVVHSRYYRMAALVYYGFRMRPNDIVYDCLPLYHSAGNIVGIGQCLLHGMTVVIRKKFSASRFWDDCIKYNCTIVQYIGELCRYLLNQPPREAENQHQVRMALGNGLRQSIWTNFSSRFHIPQVAEFYGATECNCSLGNFDSQVGACGFNSRILSFVYPIRLVRVNEDTMELIRGPDGVCIPCQPGEPGQLVGRIIQKDPLRRFDGYLNQGANNKKIAKDVFKKGDQAYLTGDVLVMDELGYLY.... The pIC50 is 4.5. (4) The drug is CCC(C(=O)NN)N1CCCC1=O. The target protein (Q02563) has sequence MEEGFRDRAAFIRGAKDIAKEVKKHAAKKVVKGLDRVQDEYSRRSYSRFEEEEDDDDFPAPADGYYRGEGAQDEEEGGASSDATEGHDEDDEIYEGEYQGIPRAESGGKGERMADGAPLAGVRGGLSDGEGPPGGRGEAQRRKDREELAQQYETILRECGHGRFQWTLYFVLGLALMADGVEVFVVGFVLPSAEKDMCLSDSNKGMLGLIVYLGMMVGAFLWGGLADRLGRRQCLLISLSVNSVFAFFSSFVQGYGTFLFCRLLSGVGIGGSIPIVFSYFSEFLAQEKRGEHLSWLCMFWMIGGVYAAAMAWAIIPHYGWSFQMGSAYQFHSWRVFVLVCAFPSVFAIGALTTQPESPRFFLENGKHDEAWMVLKQVHDTNMRAKGHPERVFSVTHIKTIHQEDELIEIQSDTGTWYQRWGVRALSLGGQVWGNFLSCFSPEYRRITLMMMGVWFTMSFSYYGLTVWFPDMIRHLQAVDYAARTKVFPGERVEHVTFNFT.... The pIC50 is 5.2. (5) The drug is C[C@]1(/C=C\c2ccccn2)[C@H](C(=O)[O-])N2C(=O)C[C@H]2S1(=O)=O. The target protein sequence is MLKRLKEKSNDEIVQNTINKRINFIFGVIVFIFAVLVLRLGYLQIAQGSHYKQIIKNDENITVNESVPRGRILDRNGKVLVDNASKMAITYTRGRKTTQSEMLDTAEKLSKLIKMDTKKITERDKKDFWIQLHPKKAKAMMTKEQAMLADGSIKQDQYDKQLLSKIGKSQLDELSSKDLQVLAIFREMNAGTVLDPQMIKNEDVSEKEYAAVSQQLSKLPGVNTSMDWDRKYPYGDTLRGIFGDVSTPAEGIPKELTEHYLSKGYSRNDRVGKSYLEYQYEDVLRGKKKEMKYTTDKSGKVTSSEVLNPGARGQDLKLTIDIDLQKEVEALLDKQIKKLRSQGAKDMDNAMMVVQNPKNGDILALAGKQINKSGKMTDYDIGTFTSQFAVGSSVKGGTLLAGYQNKAIKVGETMVDEPLHFQGGLTKRSYFNKNGHVTINDKQALMHSSNVYMFKTALKLAGDPYYSGMALPSDISSPAQKLRRGLNQVGLGVKTGIDLP.... The pIC50 is 3.5. (6) The pIC50 is 5.8. The drug is Cc1cc(Nc2ccc(NC(=O)c3ccc(Nc4ccnc5ccccc45)cc3)cc2)nc(N)n1. The target protein sequence is TKLVYQIFDTFFAEQIEKDDREDKENAFKRRRCGVCEVCQQPECGKCKACKDMVKFGGSGRSKQACQERRCPNMAMKEADDDEEVDDNIPEMPSPKKMHQGKKKKQNKNRISWVGEAVKTDGKKSYYKKVCIDAETLEVGDCVSVIPDDSSKPLYLARVTALWEDSSNGQMFHAHWFCAGTDTVLGATSDPLELFLVDECEDMQLSYIHSKVKVIYKAPSENWAMEGGMDPESLLEGDDGKTYFYQLWYDQDYARFESPPKTQPTEDNKFKFCVSCARLAEMRQKEIPRVLEQLEDLDSRVLYYSATKNGILYRVGDGVYLPPEAFTFNIKLSSPVKRPRKEPVDEDLYPEHYRKYSDYIKGSNLDAPEPYRIGRIKEIFCPKKSNGRPNETDIKIRVNKFYRPENTHKSTPASYHADINLLYWSDEEAVVDFKAVQGRCTVEYGEDLPECVQVYSMGGPNRFYFLEAYNAKSKSFEDPPNHARSPGNKGKGKGKGKGKP....